Regression. Given a peptide amino acid sequence and an MHC pseudo amino acid sequence, predict their binding affinity value. This is MHC class II binding data. From a dataset of Peptide-MHC class II binding affinity with 134,281 pairs from IEDB. (1) The peptide sequence is DDEVLIEVNPPFGDS. The MHC is DRB3_0101 with pseudo-sequence DRB3_0101. The binding affinity (normalized) is 0. (2) The peptide sequence is AAATAGTTAYGAFAA. The MHC is HLA-DQA10501-DQB10301 with pseudo-sequence HLA-DQA10501-DQB10301. The binding affinity (normalized) is 0.645. (3) The peptide sequence is WPTVRERMRRAEPAA. The MHC is DRB1_1302 with pseudo-sequence DRB1_1302. The binding affinity (normalized) is 0.367. (4) The peptide sequence is LELKKLGEVSWEEEA. The MHC is DRB1_0301 with pseudo-sequence DRB1_0301. The binding affinity (normalized) is 0.248. (5) The peptide sequence is SELQMSWLPLCVRLE. The MHC is DRB5_0101 with pseudo-sequence DRB5_0101. The binding affinity (normalized) is 0.626. (6) The peptide sequence is TKVTFHVEKGSNPNY. The MHC is HLA-DQA10301-DQB10302 with pseudo-sequence HLA-DQA10301-DQB10302. The binding affinity (normalized) is 0.120. (7) The peptide sequence is NSELIRRAKAAESLASD. The MHC is DRB1_0401 with pseudo-sequence DRB1_0401. The binding affinity (normalized) is 0.779. (8) The peptide sequence is TWAENIQVAINQVRAII. The MHC is DRB1_0404 with pseudo-sequence DRB1_0404. The binding affinity (normalized) is 0.207. (9) The peptide sequence is EMGANFKADRVIDPR. The MHC is DRB1_0401 with pseudo-sequence DRB1_0401. The binding affinity (normalized) is 0.659.